This data is from Full USPTO retrosynthesis dataset with 1.9M reactions from patents (1976-2016). The task is: Predict the reactants needed to synthesize the given product. Given the product [CH2:23]([O:22][C:19]1[CH:18]=[CH:17][C:16]([C:14]2[CH:15]=[C:9]3[NH:8][CH:7]=[C:6]([CH2:5][C:4]([OH:25])=[O:3])[C:11](=[O:12])[N:10]3[N:13]=2)=[CH:21][CH:20]=1)[CH3:24], predict the reactants needed to synthesize it. The reactants are: C([O:3][C:4](=[O:25])[CH2:5][C:6]1[C:11](=[O:12])[N:10]2[N:13]=[C:14]([C:16]3[CH:21]=[CH:20][C:19]([O:22][CH2:23][CH3:24])=[CH:18][CH:17]=3)[CH:15]=[C:9]2[NH:8][CH:7]=1)C.C(OC1C=CC(C2C=C(N)NN=2)=CC=1)C.